Dataset: Full USPTO retrosynthesis dataset with 1.9M reactions from patents (1976-2016). Task: Predict the reactants needed to synthesize the given product. (1) The reactants are: [O:1]1[CH2:6][CH2:5][CH:4]([CH2:7][CH2:8][C:9]([OH:11])=[O:10])[CH2:3][CH2:2]1.O=S(Cl)Cl.CN(C=O)C.[Br:21]Br. Given the product [Br:21][CH:8]([CH2:7][CH:4]1[CH2:5][CH2:6][O:1][CH2:2][CH2:3]1)[C:9]([OH:11])=[O:10], predict the reactants needed to synthesize it. (2) Given the product [C:19]1([CH3:26])[CH:20]=[C:21]([CH3:25])[CH:22]=[C:23]([CH3:24])[C:18]=1[O:17][C:15]1[C:16]2[NH:8][CH:9]=[CH:10][C:11]=2[N:12]=[C:13]([NH:27][C:28]2[CH:35]=[CH:34][C:31]([C:32]#[N:33])=[CH:30][CH:29]=2)[N:14]=1, predict the reactants needed to synthesize it. The reactants are: C([N:8]1[C:16]2[C:15]([O:17][C:18]3[C:23]([CH3:24])=[CH:22][C:21]([CH3:25])=[CH:20][C:19]=3[CH3:26])=[N:14][C:13]([NH:27][C:28]3[CH:35]=[CH:34][C:31]([C:32]#[N:33])=[CH:30][CH:29]=3)=[N:12][C:11]=2[CH:10]=[CH:9]1)C1C=CC=CC=1.[Al+3].[Cl-].[Cl-].[Cl-].